This data is from Reaction yield outcomes from USPTO patents with 853,638 reactions. The task is: Predict the reaction yield, written as a fraction of the theoretical maximum amount of product (1.0 means a 100% yield; for example, 0.34 means a 34% yield). The reactants are C[C@]12C(C)(C)C(CC1)CC2NCC1C=CC=CN=1.[CH3:19][C:20]1([CH3:36])[O:24][C@@H:23]([CH2:25][O:26][C:27]2[CH:28]=[CH:29][C:30]([F:35])=[C:31]([CH:34]=2)[CH:32]=[O:33])[CH2:22][O:21]1.[N+:37]([CH3:40])([O-:39])=[O:38].C(N(C(C)C)CC)(C)C.FC(F)(F)C(O)=O. The catalyst is C(O)C.C([O-])(=O)C.[Cu+2].C([O-])(=O)C.CCOC(C)=O. The product is [CH3:19][C:20]1([CH3:36])[O:24][C@@H:23]([CH2:25][O:26][C:27]2[CH:28]=[CH:29][C:30]([F:35])=[C:31]([C@H:32]([OH:33])[CH2:40][N+:37]([O-:39])=[O:38])[CH:34]=2)[CH2:22][O:21]1. The yield is 0.920.